From a dataset of Forward reaction prediction with 1.9M reactions from USPTO patents (1976-2016). Predict the product of the given reaction. (1) The product is: [C:1]([NH:4][CH:5]([CH2:16][C:17]1[CH:22]=[CH:21][C:20]([N:23]([C:46](=[O:54])[C:47]([O:49][C:50]([CH3:52])([CH3:51])[CH3:53])=[O:48])[C:24]2[CH:29]=[CH:28][CH:27]=[CH:26][C:25]=2[C:30]([O:32][CH:33]([C:34]2[CH:35]=[CH:36][CH:37]=[CH:38][CH:39]=2)[C:40]2[CH:45]=[CH:44][CH:43]=[CH:42][CH:41]=2)=[O:31])=[C:19]([CH2:55][CH3:56])[CH:18]=1)[C:6]([NH:8][CH2:9][CH2:10][CH2:11][CH2:12][C:13]([NH:77][C@@H:69]([CH2:68][C:65]1[CH:64]=[CH:63][C:62]([O:61][C:58]([CH3:57])([CH3:59])[CH3:60])=[CH:67][CH:66]=1)[C:70]([OH:72])=[O:71])=[O:14])=[O:7])(=[O:3])[CH3:2]. Given the reactants [C:1]([NH:4][CH:5]([CH2:16][C:17]1[CH:22]=[CH:21][C:20]([N:23]([C:46](=[O:54])[C:47]([O:49][C:50]([CH3:53])([CH3:52])[CH3:51])=[O:48])[C:24]2[CH:29]=[CH:28][CH:27]=[CH:26][C:25]=2[C:30]([O:32][CH:33]([C:40]2[CH:45]=[CH:44][CH:43]=[CH:42][CH:41]=2)[C:34]2[CH:39]=[CH:38][CH:37]=[CH:36][CH:35]=2)=[O:31])=[C:19]([CH2:55][CH3:56])[CH:18]=1)[C:6]([NH:8][CH2:9][CH2:10][CH2:11][CH2:12][C:13](O)=[O:14])=[O:7])(=[O:3])[CH3:2].[CH3:57][C:58]([O:61][C:62]1[CH:67]=[CH:66][C:65]([CH2:68][C@H:69]([NH2:77])[C:70]([O:72]C(C)(C)C)=[O:71])=[CH:64][CH:63]=1)([CH3:60])[CH3:59].Cl.F[B-](F)(F)F.N1(OC(N(C)C)=[N+](C)C)C2C=CC=CC=2N=N1.C(N(C(C)C)CC)(C)C, predict the reaction product. (2) Given the reactants [CH3:1][C:2]1([CH3:36])[CH2:6][C@H:5]([CH3:7])[CH2:4][N:3]1[C:8]1[N:35]=[CH:34][CH:33]=[CH:32][C:9]=1[C:10]([NH:12][S:13]([N:16]1[CH2:21][CH2:20][N:19](C(OCC2C=CC=CC=2)=O)[CH2:18][CH2:17]1)(=[O:15])=[O:14])=[O:11], predict the reaction product. The product is: [N:16]1([S:13]([NH:12][C:10](=[O:11])[C:9]2[CH:32]=[CH:33][CH:34]=[N:35][C:8]=2[N:3]2[CH2:4][C@@H:5]([CH3:7])[CH2:6][C:2]2([CH3:36])[CH3:1])(=[O:14])=[O:15])[CH2:21][CH2:20][NH:19][CH2:18][CH2:17]1. (3) Given the reactants [OH:1][CH2:2][CH2:3][N:4]1[C:12]2[C:7](=[CH:8][CH:9]=[C:10]([C:13]([O:15][CH3:16])=[O:14])[CH:11]=2)[CH:6]=[CH:5]1.C1C=CC(P(C2C=CC=CC=2)C2C=CC=CC=2)=CC=1.[F:36][C:37]1[CH:38]=[C:39](O)[CH:40]=[CH:41][CH:42]=1.CC(OC(/N=N/C(OC(C)C)=O)=O)C, predict the reaction product. The product is: [F:36][C:37]1[CH:42]=[C:41]([CH:40]=[CH:39][CH:38]=1)[O:1][CH2:2][CH2:3][N:4]1[C:12]2[C:7](=[CH:8][CH:9]=[C:10]([C:13]([O:15][CH3:16])=[O:14])[CH:11]=2)[CH:6]=[CH:5]1. (4) Given the reactants [C:1]([C@H:4]1[CH2:8][CH2:7][CH2:6][N:5]1[C:9](=[O:24])[CH2:10][CH2:11][CH2:12][CH2:13][C:14]([N:16]1[CH2:20][CH2:19][CH2:18][C@@H:17]1[C:21]([OH:23])=[O:22])=[O:15])([OH:3])=[O:2], predict the reaction product. The product is: [CH2:1]([O:22][C:21]([C@H:17]1[CH2:18][CH2:19][CH2:20][N:16]1[C:14](=[O:15])[CH2:13][CH2:12][CH2:11][CH2:10][C:9]([N:5]1[CH2:6][CH2:7][CH2:8][C@@H:4]1[C:1]([O:3][CH2:9][CH2:10][CH2:11][CH3:12])=[O:2])=[O:24])=[O:23])[CH2:4][CH2:8][CH3:7]. (5) Given the reactants [C:1]([CH2:3][C:4]([NH:6][C:7]1[CH:12]=[CH:11][C:10]([F:13])=[CH:9][C:8]=1[F:14])=[O:5])#[N:2].CO/[CH:17]=[CH:18]/[C:19](=O)[CH3:20].N12CCN(CC1)CC2, predict the reaction product. The product is: [F:14][C:8]1[CH:9]=[C:10]([F:13])[CH:11]=[CH:12][C:7]=1[N:6]1[C:19]([CH3:20])=[CH:18][CH:17]=[C:3]([C:1]#[N:2])[C:4]1=[O:5]. (6) The product is: [CH3:1][O:2][C:3](=[O:16])[C:4]1[CH:9]=[C:8]([C:10](=[O:13])[CH2:11][CH3:12])[C:7]([F:14])=[CH:6][C:5]=1[O:15][CH2:28][C:29]1[CH:34]=[CH:33][CH:32]=[CH:31][CH:30]=1. Given the reactants [CH3:1][O:2][C:3](=[O:16])[C:4]1[CH:9]=[C:8]([C:10](=[O:13])[CH2:11][CH3:12])[C:7]([F:14])=[CH:6][C:5]=1[OH:15].C(=O)([O-])[O-].[Na+].[Na+].CN(C)C=O.[CH2:28](Br)[C:29]1[CH:34]=[CH:33][CH:32]=[CH:31][CH:30]=1, predict the reaction product.